This data is from Forward reaction prediction with 1.9M reactions from USPTO patents (1976-2016). The task is: Predict the product of the given reaction. (1) The product is: [NH2:33][CH2:32][CH:31]([NH:30][C:26]1[N:25]=[C:24]([C:23]2[C:18]3[C:19](=[N:20][C:15]([NH:14][CH:11]4[CH2:12][CH2:13][CH:8]([NH2:7])[CH2:9][CH2:10]4)=[N:16][CH:17]=3)[NH:21][N:22]=2)[CH:29]=[CH:28][N:27]=1)[C:41]1[CH:46]=[CH:45][CH:44]=[CH:43][CH:42]=1. Given the reactants C(OC(=O)[NH:7][CH:8]1[CH2:13][CH2:12][CH:11]([NH:14][C:15]2[N:20]=[C:19]3[NH:21][N:22]=[C:23]([C:24]4[CH:29]=[CH:28][N:27]=[C:26]([NH:30][CH:31]([C:41]5[CH:46]=[CH:45][CH:44]=[CH:43][CH:42]=5)[CH2:32][NH:33]C(OC(C)(C)C)=O)[N:25]=4)[C:18]3=[CH:17][N:16]=2)[CH2:10][CH2:9]1)(C)(C)C, predict the reaction product. (2) Given the reactants Cl[C:2]1[CH:11]=[CH:10][N:9]=[C:8]2[C:3]=1[CH:4]=[CH:5][C:6]([CH3:12])=[N:7]2.[CH3:13][O:14][C:15]1[CH:16]=[C:17]([C:21]2[CH:26]=[CH:25][C:24]([CH3:27])=[CH:23][C:22]=2[NH2:28])[CH:18]=[CH:19][CH:20]=1, predict the reaction product. The product is: [CH3:13][O:14][C:15]1[CH:16]=[C:17]([C:21]2[CH:26]=[CH:25][C:24]([CH3:27])=[CH:23][C:22]=2[NH:28][C:2]2[C:3]3[C:8](=[N:7][C:6]([CH3:12])=[CH:5][CH:4]=3)[N:9]=[CH:10][CH:11]=2)[CH:18]=[CH:19][CH:20]=1. (3) Given the reactants [C:1]([O:4][C@@H:5]1[C@@H:9]2[O:10][Si:11]([CH:25]([CH3:27])[CH3:26])([CH:22]([CH3:24])[CH3:23])[O:12][Si:13]([CH:19]([CH3:21])[CH3:20])([CH:16]([CH3:18])[CH3:17])[O:14][CH2:15][C@H:8]2[O:7][C@H:6]1[N:28]1[C:32]2[N:33]=[CH:34][N:35]=[C:36]([NH2:37])[C:31]=2[C:30](/[C:38](=[N:40]/OC(=O)C)/[NH2:39])=[CH:29]1)(=[O:3])[CH3:2].C(O)=O.C(=O)([O-])[O-].[K+].[K+], predict the reaction product. The product is: [C:1]([O:4][C@@H:5]1[C@@H:9]2[O:10][Si:11]([CH:25]([CH3:27])[CH3:26])([CH:22]([CH3:24])[CH3:23])[O:12][Si:13]([CH:19]([CH3:20])[CH3:21])([CH:16]([CH3:17])[CH3:18])[O:14][CH2:15][C@H:8]2[O:7][C@H:6]1[N:28]1[C:32]2[N:33]=[CH:34][N:35]=[C:36]([NH2:37])[C:31]=2[C:30]([C:38](=[NH:39])[NH2:40])=[CH:29]1)(=[O:3])[CH3:2]. (4) Given the reactants [CH3:1][N:2]1[C:7]([CH3:8])=[C:6]([N+:9]([O-:11])=[O:10])[C:5](=[O:12])[N:4]([CH3:13])[C:3]1=[O:14].[CH:15](=O)[C:16]1[CH:21]=[CH:20][CH:19]=[CH:18][CH:17]=1.N1CCCCC1, predict the reaction product. The product is: [CH3:1][N:2]1[C:7](/[CH:8]=[CH:15]/[C:16]2[CH:21]=[CH:20][CH:19]=[CH:18][CH:17]=2)=[C:6]([N+:9]([O-:11])=[O:10])[C:5](=[O:12])[N:4]([CH3:13])[C:3]1=[O:14]. (5) Given the reactants [F:1][C:2]1[CH:3]=[C:4]([C:7]([OH:9])=O)[NH:5][CH:6]=1.[C:10]([O:14][C:15]([N:17]1[CH2:22][CH2:21][CH2:20][C@H:19]([C:23](=[NH:26])[NH:24]O)[CH2:18]1)=[O:16])([CH3:13])([CH3:12])[CH3:11].CCN=C=NCCCN(C)C.Cl.C1C=CC2N(O)N=NC=2C=1, predict the reaction product. The product is: [C:10]([O:14][C:15]([N:17]1[CH2:22][CH2:21][CH2:20][C@H:19]([C:23]2[N:26]=[C:7]([C:4]3[NH:5][CH:6]=[C:2]([F:1])[CH:3]=3)[O:9][N:24]=2)[CH2:18]1)=[O:16])([CH3:13])([CH3:11])[CH3:12].